This data is from Forward reaction prediction with 1.9M reactions from USPTO patents (1976-2016). The task is: Predict the product of the given reaction. (1) Given the reactants Cl[CH2:2][CH2:3][C:4](Cl)=[O:5].[NH:7]1[C:16]2[C:11](=[CH:12][CH:13]=[CH:14][CH:15]=2)[CH2:10][CH2:9][CH2:8]1.Cl.[Al+3].[Cl-].[Cl-].[Cl-].[Na+].[Cl-], predict the reaction product. The product is: [CH2:2]1[C:15]2[C:16]3=[C:11]([CH2:10][CH2:9][CH2:8][N:7]3[C:4](=[O:5])[CH2:3]1)[CH:12]=[CH:13][CH:14]=2. (2) Given the reactants [Br:1][C:2]1[C:3]2[N:4]([N:9]=[N:10][N:11]=2)[C:5](Cl)=[N:6][CH:7]=1.[N:12]1([C:18]([O:20][C:21]([CH3:24])([CH3:23])[CH3:22])=[O:19])[CH2:17][CH2:16][NH:15][CH2:14][CH2:13]1.C(N(CC)CC)C, predict the reaction product. The product is: [Br:1][C:2]1[C:3]2[N:4]([N:9]=[N:10][N:11]=2)[C:5]([N:15]2[CH2:14][CH2:13][N:12]([C:18]([O:20][C:21]([CH3:24])([CH3:23])[CH3:22])=[O:19])[CH2:17][CH2:16]2)=[N:6][CH:7]=1. (3) Given the reactants C[C:2]1[C:10]2[C:9]([NH2:11])=[N:8][C:7](S(C)(=O)=O)=[N:6][C:5]=2S[C:3]=1[CH3:16].[NH2:17][NH2:18].[CH2:19](O)C, predict the reaction product. The product is: [NH:17]([C:7]1[N:8]=[C:9]([NH2:11])[C:10]2[C:5](=[CH:19][CH:16]=[CH:3][CH:2]=2)[N:6]=1)[NH2:18]. (4) Given the reactants [CH2:1]([O:3][C:4](=[O:12])[CH2:5][C:6]1[CH:7]=[N:8][CH:9]=[CH:10][CH:11]=1)[CH3:2].C(O[CH:16](OCC)[N:17]([CH3:19])[CH3:18])C, predict the reaction product. The product is: [CH2:1]([O:3][C:4](=[O:12])[C:5]([C:6]1[CH:7]=[N:8][CH:9]=[CH:10][CH:11]=1)=[CH:16][N:17]([CH3:19])[CH3:18])[CH3:2]. (5) Given the reactants C1C=CC(P(C2C(C3C(P(C4C=CC=CC=4)C4C=CC=CC=4)=CC=C4C=3C=CC=C4)=C3C(C=CC=C3)=CC=2)C2C=CC=CC=2)=CC=1.Cl[C:48]1[N:56]=[C:55]2[C:51]([N:52]=[CH:53][N:54]2[CH:57]2[CH2:62][CH2:61][CH2:60][CH2:59][O:58]2)=[C:50]([NH:63][CH:64]2[CH2:69][CH2:68][CH2:67][CH2:66][CH2:65]2)[N:49]=1.[NH2:70][C:71]1[CH:76]=[CH:75][C:74]([C:77]([N:79]2[CH2:84][CH2:83][N:82]([CH3:85])[CH2:81][CH2:80]2)=[O:78])=[CH:73][C:72]=1[CH3:86].C([O-])([O-])=O.[Cs+].[Cs+], predict the reaction product. The product is: [CH:64]1([NH:63][C:50]2[N:49]=[C:48]([NH:70][C:71]3[CH:76]=[CH:75][C:74]([C:77]([N:79]4[CH2:80][CH2:81][N:82]([CH3:85])[CH2:83][CH2:84]4)=[O:78])=[CH:73][C:72]=3[CH3:86])[N:56]=[C:55]3[C:51]=2[N:52]=[CH:53][N:54]3[CH:57]2[CH2:62][CH2:61][CH2:60][CH2:59][O:58]2)[CH2:69][CH2:68][CH2:67][CH2:66][CH2:65]1.